This data is from Catalyst prediction with 721,799 reactions and 888 catalyst types from USPTO. The task is: Predict which catalyst facilitates the given reaction. (1) Reactant: [Br:1][C:2]1[CH:7]=[CH:6][C:5]([C:8](=[N:22][O:23][CH2:24][CH3:25])[CH:9]2[CH2:14][CH2:13][N:12]([C:15]3([CH3:21])[CH2:20][CH2:19][NH:18][CH2:17][CH2:16]3)[CH2:11][CH2:10]2)=[CH:4][CH:3]=1.[CH2:26]([C:28]1[CH:37]=[C:36]2[C:31]([C:32]([OH:41])=[CH:33][C:34]([C:38](O)=[O:39])=[N:35]2)=[CH:30][CH:29]=1)[CH3:27].CCN(CC)CC.CN(C(ON1N=NC2C=CC=NC1=2)=[N+](C)C)C.F[P-](F)(F)(F)(F)F. Product: [Br:1][C:2]1[CH:7]=[CH:6][C:5]([C:8](=[N:22][O:23][CH2:24][CH3:25])[CH:9]2[CH2:10][CH2:11][N:12]([C:15]3([CH3:21])[CH2:20][CH2:19][N:18]([C:38]([C:34]4[CH:33]=[C:32]([OH:41])[C:31]5[C:36](=[CH:37][C:28]([CH2:26][CH3:27])=[CH:29][CH:30]=5)[N:35]=4)=[O:39])[CH2:17][CH2:16]3)[CH2:13][CH2:14]2)=[CH:4][CH:3]=1. The catalyst class is: 3. (2) The catalyst class is: 238. Product: [Cl:7][C:8]1[S:33][C:11]2[NH:12][C:13]([C:15]([NH:17][CH:18]3[CH2:27][C:26]4[C:21](=[CH:22][CH:23]=[CH:24][CH:25]=4)[N:20]([CH2:28][CH2:29][S:3]([CH3:34])(=[O:5])=[O:2])[C:19]3=[O:32])=[O:16])=[CH:14][C:10]=2[CH:9]=1. Reactant: O[O:2][S:3]([O-:5])=O.[K+].[Cl:7][C:8]1[S:33][C:11]2[NH:12][C:13]([C:15]([NH:17][CH:18]3[CH2:27][C:26]4[C:21](=[CH:22][CH:23]=[CH:24][CH:25]=4)[N:20]([CH2:28][CH2:29]SC)[C:19]3=[O:32])=[O:16])=[CH:14][C:10]=2[CH:9]=1.[CH3:34]O.